From a dataset of Full USPTO retrosynthesis dataset with 1.9M reactions from patents (1976-2016). Predict the reactants needed to synthesize the given product. Given the product [CH:13]1([N:12]2[C:28]3=[N:27][CH:29]=[N:16][C:17]([NH2:19])=[C:18]3[C:10]([C:4]3[CH:5]=[C:6]([O:23][CH3:20])[CH:7]=[C:2]([F:1])[CH:3]=3)=[N:11]2)[CH2:6][CH2:7][CH2:2][CH2:3]1, predict the reactants needed to synthesize it. The reactants are: [F:1][C:2]1[CH:3]=[C:4]([C:10]2[C:18]3[C:13](=NC=[N:16][C:17]=3[NH2:19])[NH:12][N:11]=2)[CH:5]=[C:6](OC)[CH:7]=1.[C:20]([O-:23])([O-])=O.[K+].[K+].C[N:27]([CH:29]=O)[CH3:28].